From a dataset of Full USPTO retrosynthesis dataset with 1.9M reactions from patents (1976-2016). Predict the reactants needed to synthesize the given product. (1) Given the product [CH3:1][C:2]1[CH:3]=[C:4]([S:8][CH2:13][C:14]([C:16]2[CH:17]=[N:18][CH:19]=[CH:20][CH:21]=2)=[O:15])[CH:5]=[CH:6][CH:7]=1, predict the reactants needed to synthesize it. The reactants are: [CH3:1][C:2]1[CH:3]=[C:4]([SH:8])[CH:5]=[CH:6][CH:7]=1.[OH-].[K+].Br.Br[CH2:13][C:14]([C:16]1[CH:17]=[N:18][CH:19]=[CH:20][CH:21]=1)=[O:15]. (2) Given the product [C:26]([C:2]1[N:18]([C:19]2[CH:24]=[CH:23][CH:22]=[CH:21][CH:20]=2)[C:5]2=[CH:6][N:7]=[C:8]([C:11]([NH:13][CH2:14][C:15]([OH:17])=[O:16])=[O:12])[C:9]([OH:10])=[C:4]2[CH:3]=1)#[N:28], predict the reactants needed to synthesize it. The reactants are: Br[C:2]1[N:18]([C:19]2[CH:24]=[CH:23][CH:22]=[CH:21][CH:20]=2)[C:5]2=[CH:6][N:7]=[C:8]([C:11]([NH:13][CH2:14][C:15]([OH:17])=[O:16])=[O:12])[C:9]([OH:10])=[C:4]2[CH:3]=1.C[C:26]([N:28](C)C)=O. (3) Given the product [Cl:1][C:2]1[CH:3]=[C:4]([C:9]2([C:27]([F:30])([F:29])[F:28])[CH2:31][N:32]=[C:11]([C:13]3[CH:25]=[CH:24][C:16]([C:17]([NH:19][CH:20]4[CH2:23][S:22][CH2:21]4)=[O:18])=[C:15]([CH3:26])[CH:14]=3)[CH2:10]2)[CH:5]=[C:6]([Cl:8])[CH:7]=1, predict the reactants needed to synthesize it. The reactants are: [Cl:1][C:2]1[CH:3]=[C:4]([C:9]([CH2:31][N+:32]([O-])=O)([C:27]([F:30])([F:29])[F:28])[CH2:10][C:11]([C:13]2[CH:25]=[CH:24][C:16]([C:17]([NH:19][CH:20]3[CH2:23][S:22][CH2:21]3)=[O:18])=[C:15]([CH3:26])[CH:14]=2)=O)[CH:5]=[C:6]([Cl:8])[CH:7]=1.Cl.O. (4) Given the product [C:49]([C:2]1[CH:42]=[CH:41][C:5]([CH2:6][O:7][CH:8]2[CH:13]([C:14]3[CH:19]=[CH:18][C:17]([O:20][CH2:21][CH2:22][CH2:23][O:24][CH2:25][C:26]4[CH:31]=[CH:30][CH:29]=[CH:28][C:27]=4[O:32][CH3:33])=[CH:16][CH:15]=3)[CH2:12][CH2:11][N:10]([C:34]([O:36][C:37]([CH3:38])([CH3:39])[CH3:40])=[O:35])[CH2:9]2)=[CH:4][C:3]=1[O:43][CH2:44][CH2:45][CH2:46][O:47][CH3:48])#[N:50], predict the reactants needed to synthesize it. The reactants are: Cl[C:2]1[CH:42]=[CH:41][C:5]([CH2:6][O:7][CH:8]2[CH:13]([C:14]3[CH:19]=[CH:18][C:17]([O:20][CH2:21][CH2:22][CH2:23][O:24][CH2:25][C:26]4[CH:31]=[CH:30][CH:29]=[CH:28][C:27]=4[O:32][CH3:33])=[CH:16][CH:15]=3)[CH2:12][CH2:11][N:10]([C:34]([O:36][C:37]([CH3:40])([CH3:39])[CH3:38])=[O:35])[CH2:9]2)=[CH:4][C:3]=1[O:43][CH2:44][CH2:45][CH2:46][O:47][CH3:48].[C-:49]#[N:50].[Na+].C1OCCOCCOCCOCCOC1.O. (5) Given the product [NH2:1][C:2]1[N:6]([CH2:15][C:16]2[CH:21]=[CH:20][CH:19]=[CH:18][CH:17]=2)[C:5]2[CH:7]=[CH:8][CH:9]=[CH:10][C:4]=2[N:3]=1, predict the reactants needed to synthesize it. The reactants are: [NH2:1][C:2]1[NH:3][C:4]2[CH:10]=[CH:9][CH:8]=[CH:7][C:5]=2[N:6]=1.CC[O-].[Na+].[CH2:15](Cl)[C:16]1[CH:21]=[CH:20][CH:19]=[CH:18][CH:17]=1. (6) Given the product [I:29][C:14]1[CH:15]=[CH:16][C:11]([C:8]2[CH:9]=[CH:10][C:5]([C:3]([C:21]3[CH:22]=[N:23][CH:24]=[N:25][CH:26]=3)([OH:4])[C:2]([CH3:28])([CH3:27])[CH3:1])=[N:6][CH:7]=2)=[CH:12][CH:13]=1, predict the reactants needed to synthesize it. The reactants are: [CH3:1][C:2]([CH3:28])([CH3:27])[C:3]([C:21]1[CH:22]=[N:23][CH:24]=[N:25][CH:26]=1)([C:5]1[CH:10]=[CH:9][C:8]([C:11]2[CH:16]=[CH:15][C:14]([Si](C)(C)C)=[CH:13][CH:12]=2)=[CH:7][N:6]=1)[OH:4].[I:29]Cl. (7) Given the product [Cl:1][C:2]1[CH:3]=[C:4]([C:5](=[N:40][O:39][CH3:38])[C:7]2[CH:34]=[CH:33][C:10]3[N:11]([CH2:15][CH2:16][O:17][C:18]4[CH:23]=[CH:22][C:21]([CH2:24][CH:25]([O:30][CH2:31][CH3:32])[C:26]([O:28][CH3:29])=[O:27])=[CH:20][CH:19]=4)[C:12](=[O:14])[S:13][C:9]=3[CH:8]=2)[CH:35]=[CH:36][CH:37]=1, predict the reactants needed to synthesize it. The reactants are: [Cl:1][C:2]1[CH:3]=[C:4]([CH:35]=[CH:36][CH:37]=1)[C:5]([C:7]1[CH:34]=[CH:33][C:10]2[N:11]([CH2:15][CH2:16][O:17][C:18]3[CH:23]=[CH:22][C:21]([CH2:24][CH:25]([O:30][CH2:31][CH3:32])[C:26]([O:28][CH3:29])=[O:27])=[CH:20][CH:19]=3)[C:12](=[O:14])[S:13][C:9]=2[CH:8]=1)=O.[CH3:38][O:39][NH2:40]. (8) Given the product [ClH:10].[CH3:1][C:2]1([CH3:9])[CH2:7][CH2:6][CH2:5][CH:4]([NH2:11])[CH2:3]1, predict the reactants needed to synthesize it. The reactants are: [CH3:1][C:2]1([CH3:9])[CH2:7][CH2:6][CH2:5][C:4](=O)[CH2:3]1.[ClH:10].[NH2:11]O. (9) Given the product [Br:1][C:2]1[CH:3]=[C:4]2[C:12](=[CH:13][CH:14]=1)[NH:11][C:10]1[CH:9]([NH:15][C:26]([NH:25][C:19]3[CH:20]=[CH:21][C:22]([O:23][CH3:24])=[C:17]([Cl:16])[CH:18]=3)=[O:27])[CH2:8][CH2:7][CH2:6][C:5]2=1, predict the reactants needed to synthesize it. The reactants are: [Br:1][C:2]1[CH:3]=[C:4]2[C:12](=[CH:13][CH:14]=1)[NH:11][C:10]1[CH:9]([NH2:15])[CH2:8][CH2:7][CH2:6][C:5]2=1.[Cl:16][C:17]1[CH:18]=[C:19]([N:25]=[C:26]=[O:27])[CH:20]=[CH:21][C:22]=1[O:23][CH3:24].